From a dataset of Peptide-MHC class I binding affinity with 185,985 pairs from IEDB/IMGT. Regression. Given a peptide amino acid sequence and an MHC pseudo amino acid sequence, predict their binding affinity value. This is MHC class I binding data. The peptide sequence is AVDLSHFLR. The MHC is HLA-B35:03 with pseudo-sequence HLA-B35:03. The binding affinity (normalized) is 0.